Dataset: Catalyst prediction with 721,799 reactions and 888 catalyst types from USPTO. Task: Predict which catalyst facilitates the given reaction. (1) Reactant: C(O[C:6](=O)[N:7]([C@H:9]([C:12](=[O:40])[NH:13][CH:14]([CH:34]1[CH2:39][CH2:38][CH2:37][CH2:36][CH2:35]1)[C:15]([N:17]1[CH2:21][CH2:20][CH2:19][C@H:18]1[C:22]1[N:23]=[N:24][N:25]([CH2:27][C:28]2[CH:33]=[CH:32][CH:31]=[CH:30][CH:29]=2)[N:26]=1)=[O:16])[CH2:10][CH3:11])C)(C)(C)C.[C:42]([OH:48])([C:44]([F:47])([F:46])[F:45])=[O:43]. Product: [F:45][C:44]([F:47])([F:46])[C:42]([OH:48])=[O:43].[CH2:27]([N:25]1[N:24]=[N:23][C:22]([C@@H:18]2[CH2:19][CH2:20][CH2:21][N:17]2[C:15](=[O:16])[CH:14]([NH:13][C:12](=[O:40])[C@@H:9]([NH:7][CH3:6])[CH2:10][CH3:11])[CH:34]2[CH2:39][CH2:38][CH2:37][CH2:36][CH2:35]2)=[N:26]1)[C:28]1[CH:33]=[CH:32][CH:31]=[CH:30][CH:29]=1. The catalyst class is: 2. (2) Reactant: [CH2:1]([O:4][C:5]1([CH3:45])[CH2:10][CH2:9][N:8]([C:11]2[N:16]3[N:17]=[C:18]([C:20]4[CH:21]=[C:22]([C:26]5[CH:31]=[C:30]([F:32])[CH:29]=[CH:28][C:27]=5[OH:33])[CH:23]=[CH:24][CH:25]=4)[CH:19]=[C:15]3[N:14]=[C:13]([CH3:34])[C:12]=2[C@H:35]([O:40][C:41]([CH3:44])([CH3:43])[CH3:42])[C:36]([O:38][CH3:39])=[O:37])[CH2:7][CH2:6]1)[CH:2]=[CH2:3].[CH3:46][C@@H:47](O)[CH2:48][CH:49]=[CH2:50].C1C=CC(P(C2C=CC=CC=2)C2C=CC=CC=2)=CC=1.CCOC(/N=N/C(OCC)=O)=O. Product: [CH2:1]([O:4][C:5]1([CH3:45])[CH2:6][CH2:7][N:8]([C:11]2[N:16]3[N:17]=[C:18]([C:20]4[CH:21]=[C:22]([C:26]5[CH:31]=[C:30]([F:32])[CH:29]=[CH:28][C:27]=5[O:33][C@H:49]([CH2:48][CH:47]=[CH2:46])[CH3:50])[CH:23]=[CH:24][CH:25]=4)[CH:19]=[C:15]3[N:14]=[C:13]([CH3:34])[C:12]=2[C@H:35]([O:40][C:41]([CH3:44])([CH3:43])[CH3:42])[C:36]([O:38][CH3:39])=[O:37])[CH2:9][CH2:10]1)[CH:2]=[CH2:3]. The catalyst class is: 116.